This data is from Catalyst prediction with 721,799 reactions and 888 catalyst types from USPTO. The task is: Predict which catalyst facilitates the given reaction. (1) Reactant: [C:1]([C:3]1[CH:4]=[CH:5][C:6]([C:9]([OH:11])=O)=[N:7][CH:8]=1)#[N:2].[Cl-].COC1N=C(OC)N=C([N+]2(C)CCOCC2)N=1.[NH2:30][C:31]1[CH:32]=[C:33]([F:51])[C:34]([F:50])=[C:35]([C@:37]2([CH2:48][F:49])[CH2:42][C@@H:41]([C:43]([F:46])([F:45])[F:44])[O:40][C:39]([NH2:47])=[N:38]2)[CH:36]=1. Product: [NH2:47][C:39]1[O:40][C@H:41]([C:43]([F:44])([F:46])[F:45])[CH2:42][C@:37]([C:35]2[CH:36]=[C:31]([NH:30][C:9](=[O:11])[C:6]3[CH:5]=[CH:4][C:3]([C:1]#[N:2])=[CH:8][N:7]=3)[CH:32]=[C:33]([F:51])[C:34]=2[F:50])([CH2:48][F:49])[N:38]=1. The catalyst class is: 5. (2) The catalyst class is: 7. Product: [N:13]1([S:10]([C:6]2[CH:5]=[C:4]([CH:9]=[CH:8][CH:7]=2)[NH2:1])(=[O:12])=[O:11])[CH2:14][CH:15]=[CH:16][CH2:17]1. Reactant: [N+:1]([C:4]1[CH:5]=[C:6]([S:10]([N:13]2[CH2:17][CH:16]=[CH:15][CH2:14]2)(=[O:12])=[O:11])[CH:7]=[CH:8][CH:9]=1)([O-])=O.[In].Cl. (3) Reactant: [CH3:1][O:2][C:3]1[CH:4]=[C:5]([C:9](=O)[CH2:10]COC=O)[CH:6]=[CH:7][CH:8]=1.[C:16]([O-:19])(=O)C.[NH4+:20]. Product: [CH3:1][O:2][C:3]1[CH:4]=[C:5]([C:9]2[N:20]=[CH:16][O:19][CH:10]=2)[CH:6]=[CH:7][CH:8]=1. The catalyst class is: 15. (4) Reactant: [C:1]([C:4]1[C:22](=[O:23])[C@@:8]2([CH3:24])[C:9]3[C:15]([OH:16])=[CH:14][C:13]([O:17][CH3:18])=[C:12]([C:19]([NH2:21])=[O:20])[C:10]=3[O:11][C:7]2=[CH:6][C:5]=1[OH:25])(=[O:3])[CH3:2].[C:26]([O:29][C:30]1[CH:39]=[CH:38][C:37]2[C:32](=[CH:33][CH:34]=[CH:35][CH:36]=2)[C:31]=1[CH:40]=O)(=[O:28])[CH3:27].C([SiH](CC)CC)C.FC(F)(F)C(O)=O. Product: [C:26]([O:29][C:30]1[CH:39]=[CH:38][C:37]2[C:32](=[CH:33][CH:34]=[CH:35][CH:36]=2)[C:31]=1[CH2:40][NH:21][C:19]([C:12]1[C:10]2[O:11][C:7]3[C@@:8]([CH3:24])([C:22](=[O:23])[C:4]([C:1](=[O:3])[CH3:2])=[C:5]([OH:25])[CH:6]=3)[C:9]=2[C:15]([OH:16])=[CH:14][C:13]=1[O:17][CH3:18])=[O:20])(=[O:28])[CH3:27]. The catalyst class is: 10. (5) Reactant: [NH3:1].Cl[C:3]1[N:8]=[C:7]([Cl:9])[N:6]=[C:5]([N:10]2[CH2:15][CH2:14][CH2:13][CH2:12][CH2:11]2)[N:4]=1. Product: [NH2:1][C:3]1[N:8]=[C:7]([Cl:9])[N:6]=[C:5]([N:10]2[CH2:15][CH2:14][CH2:13][CH2:12][CH2:11]2)[N:4]=1. The catalyst class is: 12.